From a dataset of Full USPTO retrosynthesis dataset with 1.9M reactions from patents (1976-2016). Predict the reactants needed to synthesize the given product. (1) Given the product [F:1][C:2]1[CH:3]=[CH:4][C:5]([O:30][CH3:31])=[C:6]([C:8]([CH3:29])([CH3:28])[CH2:9][C:10](=[O:27])[CH2:11][N:12]2[C:21]3[C:16](=[CH:17][CH:18]=[CH:19][CH:20]=3)[C:15](=[O:22])[CH:14]=[CH:13]2)[CH:7]=1, predict the reactants needed to synthesize it. The reactants are: [F:1][C:2]1[CH:3]=[CH:4][C:5]([O:30][CH3:31])=[C:6]([C:8]([CH3:29])([CH3:28])[CH2:9][C:10]([OH:27])(C(F)(F)F)[CH2:11][N:12]2[C:21]3[C:16](=[CH:17][CH:18]=[CH:19][CH:20]=3)[C:15](=[O:22])[CH:14]=[CH:13]2)[CH:7]=1.C(=O)([O-])[O-].[K+].[K+]. (2) The reactants are: Cl[Si](C)(C)C.CO[C:8]1[N:13]=[C:12]([NH:14][C:15]([C:17]2[CH:18]=[N:19][N:20]3[CH:25]=[CH:24][C:23]([C:26]4[CH:31]=[CH:30][CH:29]=[CH:28][C:27]=4[C:32]([F:35])([F:34])[F:33])=[N:22][C:21]=23)=[O:16])C=[CH:10][CH:9]=1.[I-].[K+].C([O-])(O)=O.[Na+].CC#[N:45]. Given the product [N:45]1[CH:10]=[CH:9][CH:8]=[N:13][C:12]=1[NH:14][C:15]([C:17]1[CH:18]=[N:19][N:20]2[CH:25]=[CH:24][C:23]([C:26]3[CH:31]=[CH:30][CH:29]=[CH:28][C:27]=3[C:32]([F:34])([F:33])[F:35])=[N:22][C:21]=12)=[O:16], predict the reactants needed to synthesize it.